From a dataset of M1 muscarinic receptor antagonist screen with 61,756 compounds. Binary Classification. Given a drug SMILES string, predict its activity (active/inactive) in a high-throughput screening assay against a specified biological target. (1) The result is 0 (inactive). The drug is S(CC(=O)N1CCOCC1)c1n(c2cc(c(cc2)C)C)c(nn1)c1cccnc1. (2) The drug is S(c1n(c(nn1)Cc1ccccc1)c1ccccc1)CC(=O)Nc1sc(nn1)C. The result is 0 (inactive). (3) The molecule is o1nc(n(CCCC#N)c1=O)c1ccccc1. The result is 0 (inactive). (4) The compound is s1c2c(CCN(C2)C)c2c1nc(SCCC)nc2N. The result is 1 (active). (5) The compound is Clc1cc(N2CCN(C(=O)C3CCN(CC3)c3nc(cc(n3)C)C)CC2)c(cc1)C. The result is 0 (inactive). (6) The drug is o1c(C(=O)N2CC(CC(C2)C)C)cc2c1nc1c(c2)ccc(c1)C. The result is 0 (inactive). (7) The compound is s1c(C(=O)Nc2[nH]n3C(CC(N=c3n2)c2ccc(OC)cc2)c2ccccc2)ccc1. The result is 0 (inactive).